From a dataset of Catalyst prediction with 721,799 reactions and 888 catalyst types from USPTO. Predict which catalyst facilitates the given reaction. (1) Reactant: [OH-].[Na+].[NH2:3][CH:4]([C:6]([OH:8])=[O:7])[CH3:5].[C:9](Cl)(=O)[C:10]1[CH:15]=[CH:14][CH:13]=[CH:12][CH:11]=1.Cl. Product: [CH2:9]([NH:3][C@H:4]([C:6]([OH:8])=[O:7])[CH3:5])[C:10]1[CH:15]=[CH:14][CH:13]=[CH:12][CH:11]=1. The catalyst class is: 6. (2) Reactant: C[C:2]([CH3:5])([O-:4])C.[K+].[Br-].C(OCC[P+](C1C=CC=CC=1)(C1C=CC=CC=1)[C:14]1[CH:19]=CC=C[CH:15]=1)C.[O:32]=[C:33]1[O:37][CH2:36][C@:35]2([CH2:41][CH2:40][C@H:39]([C:42]3[CH:43]=[C:44]4[C:49](=[CH:50][CH:51]=3)[CH2:48][C@H:47](C=O)[CH2:46][CH2:45]4)[CH2:38]2)[NH:34]1.OP([O-])(O)=O.[K+]. Product: [CH2:2]([O:4][CH2:19]/[CH:14]=[CH:15]\[C@@H:47]1[CH2:46][CH2:45][C:44]2[CH:43]=[C:42]([C@H:39]3[CH2:40][CH2:41][C@@:35]4([NH:34][C:33](=[O:32])[O:37][CH2:36]4)[CH2:38]3)[CH:51]=[CH:50][C:49]=2[CH2:48]1)[CH3:5]. The catalyst class is: 76.